The task is: Predict the product of the given reaction.. This data is from Forward reaction prediction with 1.9M reactions from USPTO patents (1976-2016). (1) Given the reactants [C:1]12([CH2:11][O:12][C:13]3[C:22]([CH:23]4[CH2:25][CH2:24]4)=[CH:21][C:16]4[C:17]([NH2:20])=[N:18][O:19][C:15]=4[CH:14]=3)[CH2:10][CH:5]3[CH2:6][CH:7]([CH2:9][CH:3]([CH2:4]3)[CH2:2]1)[CH2:8]2.[CH3:26][S:27](Cl)(=[O:29])=[O:28].C(N(CC)CC)C, predict the reaction product. The product is: [C:1]12([CH2:11][O:12][C:13]3[C:22]([CH:23]4[CH2:24][CH2:25]4)=[CH:21][C:16]4[C:17]([NH:20][S:27]([CH3:26])(=[O:29])=[O:28])=[N:18][O:19][C:15]=4[CH:14]=3)[CH2:2][CH:3]3[CH2:4][CH:5]([CH2:6][CH:7]([CH2:9]3)[CH2:8]1)[CH2:10]2. (2) Given the reactants [S:1]([C:5]1[CH:6]=[C:7]2[C:11](=[CH:12][CH:13]=1)[CH:10]([NH:14]C(=O)C)[CH2:9][CH2:8]2)(=[O:4])(=[O:3])[NH2:2].[ClH:18], predict the reaction product. The product is: [ClH:18].[NH2:14][CH:10]1[C:11]2[C:7](=[CH:6][C:5]([S:1]([NH2:2])(=[O:3])=[O:4])=[CH:13][CH:12]=2)[CH2:8][CH2:9]1. (3) Given the reactants [NH2:1][C:2]1[CH:10]=[CH:9][C:5]([C:6]([OH:8])=O)=[CH:4][C:3]=1[Cl:11].[CH2:12]([NH2:17])[CH2:13][CH2:14][CH2:15][CH3:16].C1CCC(N=C=NC2CCCCC2)CC1.C1C=CC2N(O)N=NC=2C=1, predict the reaction product. The product is: [NH2:1][C:2]1[CH:10]=[CH:9][C:5]([C:6]([NH:17][CH2:12][CH2:13][CH2:14][CH2:15][CH3:16])=[O:8])=[CH:4][C:3]=1[Cl:11]. (4) Given the reactants C([O:8][C:9]1[CH:14]=[CH:13][C:12]([N:15]2[C:19]3=[N:20][CH:21]=[C:22]([O:24][CH3:25])[CH:23]=[C:18]3[N:17]([CH2:26][CH3:27])[C:16]2=[O:28])=[CH:11][CH:10]=1)C1C=CC=CC=1, predict the reaction product. The product is: [CH2:26]([N:17]1[C:18]2[C:19](=[N:20][CH:21]=[C:22]([O:24][CH3:25])[CH:23]=2)[N:15]([C:12]2[CH:13]=[CH:14][C:9]([OH:8])=[CH:10][CH:11]=2)[C:16]1=[O:28])[CH3:27]. (5) Given the reactants [CH3:1][C:2]1[C:25]([CH3:26])=[CH:24][CH:23]=[CH:22][C:3]=1[O:4][C@H:5]1[CH2:10][CH2:9][N:8](C(OCC2C=CC=CC=2)=O)[CH2:7][C@H:6]1[OH:21].[H][H].C(OCC)C, predict the reaction product. The product is: [CH3:1][C:2]1[C:25]([CH3:26])=[CH:24][CH:23]=[CH:22][C:3]=1[O:4][C@H:5]1[CH2:10][CH2:9][NH:8][CH2:7][C@H:6]1[OH:21]. (6) Given the reactants CS(O[CH2:6][C:7]1[CH:12]=[C:11]([NH:13][C:14]([NH:16][CH2:17][CH3:18])=[O:15])[N:10]=[CH:9][C:8]=1[C:19]1[CH:20]=[N:21][CH:22]=[C:23]([C:25]2[O:26][C:27](=[O:30])[NH:28][N:29]=2)[CH:24]=1)(=O)=O.[N-:31]=[N+:32]=[N-:33].[Na+], predict the reaction product. The product is: [N:31]([CH2:6][C:7]1[CH:12]=[C:11]([NH:13][C:14]([NH:16][CH2:17][CH3:18])=[O:15])[N:10]=[CH:9][C:8]=1[C:19]1[CH:20]=[N:21][CH:22]=[C:23]([C:25]2[O:26][C:27](=[O:30])[NH:28][N:29]=2)[CH:24]=1)=[N+:32]=[N-:33]. (7) Given the reactants [CH2:1]([C:8]1[CH2:14][CH2:13][CH2:12][CH2:11][C:10](=[O:15])[CH:9]=1)[C:2]1[CH:7]=[CH:6][CH:5]=[CH:4][CH:3]=1.[H-].[Al+3].[Li+].[H-].[H-].[H-].C([O-])([O-])=O.[K+].[K+], predict the reaction product. The product is: [CH2:1]([C:8]1[CH2:14][CH2:13][CH2:12][CH2:11][CH:10]([OH:15])[CH:9]=1)[C:2]1[CH:7]=[CH:6][CH:5]=[CH:4][CH:3]=1. (8) Given the reactants Cl.[Cl:2][C:3]1[N:8]=[CH:7][C:6]([CH2:9][N:10]2[CH:15]=[CH:14][CH:13]=[CH:12][C:11]2=[NH:16])=[CH:5][CH:4]=1.[Cl:17][CH2:18][C:19](O)=[O:20].CCN=C=NCCCN(C)C.Cl, predict the reaction product. The product is: [Cl:17][CH2:18][C:19]([N:16]=[C:11]1[CH:12]=[CH:13][CH:14]=[CH:15][N:10]1[CH2:9][C:6]1[CH:7]=[N:8][C:3]([Cl:2])=[CH:4][CH:5]=1)=[O:20]. (9) Given the reactants [CH3:1][C:2]1([CH3:18])[CH2:7][O:6][B:5](C2C=CC([N+]([O-])=O)=CC=2N)[O:4][CH2:3]1.[CH3:19][O:20][C:21](=[O:43])[C:22]1[CH:27]=[CH:26][C:25](Br)=[C:24]([O:29][CH2:30][CH2:31][N:32]2[C:40](=[O:41])[C:39]3[C:34](=[CH:35][CH:36]=[CH:37][CH:38]=3)[C:33]2=[O:42])[CH:23]=1, predict the reaction product. The product is: [CH3:19][O:20][C:21](=[O:43])[C:22]1[CH:27]=[CH:26][C:25]([B:5]2[O:6][CH2:7][C:2]([CH3:18])([CH3:1])[CH2:3][O:4]2)=[C:24]([O:29][CH2:30][CH2:31][N:32]2[C:40](=[O:41])[C:39]3[C:34](=[CH:35][CH:36]=[CH:37][CH:38]=3)[C:33]2=[O:42])[CH:23]=1.